This data is from Full USPTO retrosynthesis dataset with 1.9M reactions from patents (1976-2016). The task is: Predict the reactants needed to synthesize the given product. (1) Given the product [NH2:2][CH2:1][C:3]1[CH:4]=[C:5]2[C:9](=[CH:10][CH:11]=1)[CH:8]([O:12][CH2:13][O:14][CH3:15])[CH:7]([CH2:16][CH2:17][CH:18]([N:20]([CH2:24][CH2:25][CH3:26])[CH2:21][CH2:22][CH3:23])[CH3:19])[CH2:6]2, predict the reactants needed to synthesize it. The reactants are: [C:1]([C:3]1[CH:4]=[C:5]2[C:9](=[CH:10][CH:11]=1)[CH:8]([O:12][CH2:13][O:14][CH3:15])[CH:7]([CH2:16][CH2:17][CH:18]([N:20]([CH2:24][CH2:25][CH3:26])[CH2:21][CH2:22][CH3:23])[CH3:19])[CH2:6]2)#[N:2].[H-].[Al+3].[Li+].[H-].[H-].[H-].C(OCC)(=O)C.C(C(C(C([O-])=O)O)O)([O-])=O.[Na+].[K+]. (2) Given the product [CH3:13][O:12][C:9]1[CH:10]=[C:11]2[C:6](=[CH:7][C:8]=1[O:14][CH2:15][CH2:16][CH2:17][N:18]1[CH2:23][CH2:22][CH2:21][CH2:20][CH2:19]1)[N:5]=[CH:4][N:3]=[C:2]2[O:30][C:31]1[CH:32]=[C:33]2[C:37](=[CH:38][CH:39]=1)[N:36]([CH3:40])[CH:35]=[CH:34]2, predict the reactants needed to synthesize it. The reactants are: Cl[C:2]1[C:11]2[C:6](=[CH:7][C:8]([O:14][CH2:15][CH2:16][CH2:17][N:18]3[CH2:23][CH2:22][CH2:21][CH2:20][CH2:19]3)=[C:9]([O:12][CH3:13])[CH:10]=2)[N:5]=[CH:4][N:3]=1.C(=O)([O-])[O-].[K+].[K+].[OH:30][C:31]1[CH:32]=[C:33]2[C:37](=[CH:38][CH:39]=1)[N:36]([CH3:40])[CH:35]=[CH:34]2. (3) Given the product [CH3:1][O:2][C:3]([C:5]1[CH:10]=[N:9][C:8]([CH2:11][N:13]2[CH2:18][CH2:17][CH2:16][CH2:15][CH2:14]2)=[CH:7][N:6]=1)=[O:4], predict the reactants needed to synthesize it. The reactants are: [CH3:1][O:2][C:3]([C:5]1[CH:10]=[N:9][C:8]([CH:11]=O)=[CH:7][N:6]=1)=[O:4].[NH:13]1[CH2:18][CH2:17][CH2:16][CH2:15][CH2:14]1.[BH-](OC(C)=O)(OC(C)=O)OC(C)=O.[Na+].